Predict which catalyst facilitates the given reaction. From a dataset of Catalyst prediction with 721,799 reactions and 888 catalyst types from USPTO. (1) Reactant: [F-:1].[K+].C1N2CCOCCOCCN(CCOCCOCC2)CCOCCOC1.[CH:29]([C:31]1[CH:45]=[CH:44][C:34]([O:35][CH2:36][CH2:37][CH2:38]OS(C)(=O)=O)=[CH:33][CH:32]=1)=[O:30].O. Product: [F:1][CH2:38][CH2:37][CH2:36][O:35][C:34]1[CH:44]=[CH:45][C:31]([CH:29]=[O:30])=[CH:32][CH:33]=1. The catalyst class is: 10. (2) Reactant: [C:1]([O:5][C:6](=[O:17])[CH2:7]/[N:8]=[CH:9]/[C:10]1[CH:15]=[CH:14][CH:13]=[C:12]([Cl:16])[CH:11]=1)([CH3:4])([CH3:3])[CH3:2].[Cl:18][C:19]1[CH:24]=[CH:23][C:22](/[C:25](=[CH:28]/[CH2:29][C:30]([CH3:33])([CH3:32])[CH3:31])/[C:26]#[N:27])=[CH:21][CH:20]=1.C(N(CC)CC)C. Product: [C:1]([O:5][C:6]([CH:7]1[CH:28]([CH2:29][C:30]([CH3:33])([CH3:32])[CH3:31])[C:25]([C:22]2[CH:23]=[CH:24][C:19]([Cl:18])=[CH:20][CH:21]=2)([C:26]#[N:27])[CH:9]([C:10]2[CH:15]=[CH:14][CH:13]=[C:12]([Cl:16])[CH:11]=2)[NH:8]1)=[O:17])([CH3:4])([CH3:2])[CH3:3]. The catalyst class is: 26. (3) Reactant: [C:1]([C:10]1[CH:15]=[CH:14][CH:13]=[CH:12][C:11]=1O)([C:4]1[CH:9]=[CH:8][CH:7]=[CH:6][CH:5]=1)([CH3:3])[CH3:2].[OH-:17].[Na+].O.Cl[CH2:21][CH2:22][OH:23]. Product: [C:4]1([C:1]([C:10]2[CH:15]=[CH:14][C:13]([O:17][CH2:21][CH2:22][OH:23])=[CH:12][CH:11]=2)([CH3:3])[CH3:2])[CH:9]=[CH:8][CH:7]=[CH:6][CH:5]=1. The catalyst class is: 4. (4) Reactant: [Br:1]N1C(=O)NC(=O)N(Br)C1=O.CN(C=O)C.[CH2:17]([O:24][C:25]1[CH:26]=[C:27]([C:35]2[CH:40]=[CH:39][C:38]([F:41])=[CH:37][C:36]=2[F:42])[CH:28]=[CH:29][C:30]=1[C:31]([O:33][CH3:34])=[O:32])[C:18]1[CH:23]=[CH:22][CH:21]=[CH:20][CH:19]=1. Product: [CH2:17]([O:24][C:25]1[C:30]([C:31]([O:33][CH3:34])=[O:32])=[CH:29][C:28]([Br:1])=[C:27]([C:35]2[CH:40]=[CH:39][C:38]([F:41])=[CH:37][C:36]=2[F:42])[CH:26]=1)[C:18]1[CH:19]=[CH:20][CH:21]=[CH:22][CH:23]=1. The catalyst class is: 6. (5) The catalyst class is: 1. Reactant: [N+]([N:4]1[CH:12]=[C:11]2[C:6]([CH:7]=[C:8]([N+:13]([O-:15])=[O:14])[CH:9]=[CH:10]2)=[N:5]1)([O-])=O.[CH3:16][N:17]1[CH2:22][CH2:21][NH:20][CH2:19][CH2:18]1. Product: [CH3:16][N:17]1[CH2:22][CH2:21][N:20]([C:12]2[C:11]3[C:6](=[CH:7][C:8]([N+:13]([O-:15])=[O:14])=[CH:9][CH:10]=3)[NH:5][N:4]=2)[CH2:19][CH2:18]1.